This data is from NCI-60 drug combinations with 297,098 pairs across 59 cell lines. The task is: Regression. Given two drug SMILES strings and cell line genomic features, predict the synergy score measuring deviation from expected non-interaction effect. (1) Drug 1: C1=CC(=CC=C1CC(C(=O)O)N)N(CCCl)CCCl.Cl. Drug 2: CC(C)(C#N)C1=CC(=CC(=C1)CN2C=NC=N2)C(C)(C)C#N. Cell line: NCIH23. Synergy scores: CSS=10.5, Synergy_ZIP=-5.83, Synergy_Bliss=-9.04, Synergy_Loewe=-9.50, Synergy_HSA=-9.50. (2) Drug 1: CC1C(C(CC(O1)OC2CC(CC3=C2C(=C4C(=C3O)C(=O)C5=C(C4=O)C(=CC=C5)OC)O)(C(=O)C)O)N)O.Cl. Drug 2: CN1C2=C(C=C(C=C2)N(CCCl)CCCl)N=C1CCCC(=O)O.Cl. Cell line: UO-31. Synergy scores: CSS=12.6, Synergy_ZIP=-5.16, Synergy_Bliss=-2.61, Synergy_Loewe=0.572, Synergy_HSA=0.768. (3) Drug 1: CCC(=C(C1=CC=CC=C1)C2=CC=C(C=C2)OCCN(C)C)C3=CC=CC=C3.C(C(=O)O)C(CC(=O)O)(C(=O)O)O. Drug 2: C#CCC(CC1=CN=C2C(=N1)C(=NC(=N2)N)N)C3=CC=C(C=C3)C(=O)NC(CCC(=O)O)C(=O)O. Cell line: HCT116. Synergy scores: CSS=73.0, Synergy_ZIP=21.5, Synergy_Bliss=-1.36, Synergy_Loewe=76.5, Synergy_HSA=-0.750. (4) Cell line: CCRF-CEM. Drug 1: C1=C(C(=O)NC(=O)N1)N(CCCl)CCCl. Synergy scores: CSS=57.8, Synergy_ZIP=5.71, Synergy_Bliss=7.14, Synergy_Loewe=4.02, Synergy_HSA=7.76. Drug 2: COCCOC1=C(C=C2C(=C1)C(=NC=N2)NC3=CC=CC(=C3)C#C)OCCOC.Cl. (5) Drug 1: CN1CCC(CC1)COC2=C(C=C3C(=C2)N=CN=C3NC4=C(C=C(C=C4)Br)F)OC. Drug 2: CC1=C2C(C(=O)C3(C(CC4C(C3C(C(C2(C)C)(CC1OC(=O)C(C(C5=CC=CC=C5)NC(=O)OC(C)(C)C)O)O)OC(=O)C6=CC=CC=C6)(CO4)OC(=O)C)O)C)O. Cell line: HCT-15. Synergy scores: CSS=18.1, Synergy_ZIP=1.03, Synergy_Bliss=3.88, Synergy_Loewe=2.55, Synergy_HSA=3.22. (6) Drug 1: COC1=NC(=NC2=C1N=CN2C3C(C(C(O3)CO)O)O)N. Drug 2: CCC1=C2CN3C(=CC4=C(C3=O)COC(=O)C4(CC)O)C2=NC5=C1C=C(C=C5)O. Cell line: SW-620. Synergy scores: CSS=27.0, Synergy_ZIP=-5.41, Synergy_Bliss=1.48, Synergy_Loewe=-24.8, Synergy_HSA=-1.37. (7) Drug 1: COC1=C(C=C2C(=C1)N=CN=C2NC3=CC(=C(C=C3)F)Cl)OCCCN4CCOCC4. Drug 2: COC1=CC(=CC(=C1O)OC)C2C3C(COC3=O)C(C4=CC5=C(C=C24)OCO5)OC6C(C(C7C(O6)COC(O7)C8=CC=CS8)O)O. Cell line: MDA-MB-435. Synergy scores: CSS=10.8, Synergy_ZIP=-6.07, Synergy_Bliss=-3.14, Synergy_Loewe=-3.09, Synergy_HSA=-3.27. (8) Drug 1: C1=CC(=CC=C1CCC2=CNC3=C2C(=O)NC(=N3)N)C(=O)NC(CCC(=O)O)C(=O)O. Drug 2: C1=NC(=NC(=O)N1C2C(C(C(O2)CO)O)O)N. Cell line: PC-3. Synergy scores: CSS=45.3, Synergy_ZIP=2.83, Synergy_Bliss=2.13, Synergy_Loewe=0.695, Synergy_HSA=4.23.